This data is from Reaction yield outcomes from USPTO patents with 853,638 reactions. The task is: Predict the reaction yield, written as a fraction of the theoretical maximum amount of product (1.0 means a 100% yield; for example, 0.34 means a 34% yield). (1) The reactants are [OH:1][C:2]1[C:7]([N+:8]([O-:10])=[O:9])=[CH:6][CH:5]=[CH:4][C:3]=1[C:11](=[O:13])[CH3:12].[C:14](O)(=[O:21])[C:15]1[CH:20]=[CH:19][CH:18]=[N:17][CH:16]=1.C1CCC(N=C=NC2CCCCC2)CC1. The catalyst is CN(C1C=CN=CC=1)C.C(Cl)Cl. The product is [C:14]([O:1][C:2]1[C:7]([N+:8]([O-:10])=[O:9])=[CH:6][CH:5]=[CH:4][C:3]=1[C:11](=[O:13])[CH3:12])(=[O:21])[C:15]1[CH:20]=[CH:19][CH:18]=[N:17][CH:16]=1. The yield is 0.810. (2) The reactants are [N+:1]([C:4]1[CH:10]=[CH:9][CH:8]=[C:7]([N+:11]([O-:13])=[O:12])[C:5]=1N)([O-:3])=[O:2].[I:14]CI. No catalyst specified. The product is [I:14][C:5]1[C:4]([N+:1]([O-:3])=[O:2])=[CH:10][CH:9]=[CH:8][C:7]=1[N+:11]([O-:13])=[O:12]. The yield is 0.520. (3) The reactants are [CH2:1]([O:8][C:9](=[O:41])[NH:10][C@H:11]([C:15]1[CH:20]=[C:19]([C:21]2[N:25]([CH2:26][O:27][CH2:28][CH2:29][Si:30]([CH3:33])([CH3:32])[CH3:31])[N:24]=[CH:23][C:22]=2[NH:34][C:35](=[O:40])[C@H:36]([CH3:39])[CH:37]=C)[CH:18]=[CH:17][N:16]=1)[CH2:12][CH:13]=C)[C:2]1[CH:7]=[CH:6][CH:5]=[CH:4][CH:3]=1. The catalyst is ClCCCl.Cl[Ru](=C1N(C2C(C)=CC(C)=CC=2C)CCN1C1C(C)=CC(C)=CC=1C)(Cl)(=CC1C=CC=CC=1)[P](C1CCCCC1)(C1CCCCC1)C1CCCCC1. The product is [CH3:39][C@H:36]1[C:35](=[O:40])[NH:34][C:22]2[CH:23]=[N:24][N:25]([CH2:26][O:27][CH2:28][CH2:29][Si:30]([CH3:33])([CH3:31])[CH3:32])[C:21]=2[C:19]2[CH:18]=[CH:17][N:16]=[C:15]([CH:20]=2)[C@@H:11]([NH:10][C:9](=[O:41])[O:8][CH2:1][C:2]2[CH:3]=[CH:4][CH:5]=[CH:6][CH:7]=2)[CH2:12][CH:13]=[CH:37]1. The yield is 0.420. (4) The reactants are Cl[C:2]1[C:7]([CH3:8])=[C:6]([NH:9][C@@H:10]2[CH2:14][CH2:13][O:12][CH2:11]2)[N:5]=[C:4]([C:15]2[CH:16]=[C:17]([OH:21])[CH:18]=[CH:19][CH:20]=2)[N:3]=1.[NH:22]1[CH2:27][CH2:26][O:25][CH2:24][CH2:23]1.C([O-])([O-])=O.[Na+].[Na+]. The catalyst is CCO. The product is [CH3:8][C:7]1[C:2]([N:22]2[CH2:27][CH2:26][O:25][CH2:24][CH2:23]2)=[N:3][C:4]([C:15]2[CH:16]=[C:17]([OH:21])[CH:18]=[CH:19][CH:20]=2)=[N:5][C:6]=1[NH:9][C@@H:10]1[CH2:14][CH2:13][O:12][CH2:11]1. The yield is 0.130. (5) The reactants are [OH:1][C:2]1[C:3](=[O:17])[NH:4][C:5](=[O:16])[N:6]([CH2:8][CH2:9][C:10]2[CH:15]=[CH:14][CH:13]=[CH:12][CH:11]=2)[N:7]=1.[CH3:18]O. No catalyst specified. The product is [OH:1][C:2]1[C:3](=[O:17])[NH:4][C:5](=[O:16])[N:6]([CH2:8][CH2:9][C:10]2[CH:15]=[CH:14][C:13]([CH3:18])=[CH:12][CH:11]=2)[N:7]=1. The yield is 0.540.